This data is from Catalyst prediction with 721,799 reactions and 888 catalyst types from USPTO. The task is: Predict which catalyst facilitates the given reaction. (1) Reactant: [NH2:1][C:2]1[C:7]([NH2:8])=[CH:6][CH:5]=[C:4]([Br:9])[N:3]=1.[C:10](OCC)(OCC)(OCC)[CH3:11].C(=O)([O-])[O-].[K+].[K+]. Product: [Br:9][C:4]1[N:3]=[C:2]2[N:1]=[C:10]([CH3:11])[NH:8][C:7]2=[CH:6][CH:5]=1. The catalyst class is: 676. (2) Reactant: [Cl:1][C:2]1[C:11](=[O:12])[C:10]2[C:5](=[CH:6][CH:7]=[CH:8][CH:9]=2)[NH:4][C:3]=1[C:13]([O:15][CH2:16][CH3:17])=[O:14].[CH2:18](Br)[C:19]1[CH:24]=[CH:23][CH:22]=[CH:21][CH:20]=1.C(=O)([O-])[O-].[K+].[K+].O. Product: [CH2:18]([O:12][C:11]1[C:10]2[C:5](=[CH:6][CH:7]=[CH:8][CH:9]=2)[N:4]=[C:3]([C:13]([O:15][CH2:16][CH3:17])=[O:14])[C:2]=1[Cl:1])[C:19]1[CH:24]=[CH:23][CH:22]=[CH:21][CH:20]=1. The catalyst class is: 3. (3) Reactant: [C:1]1([C:7]([C:19]2[CH:24]=[CH:23][CH:22]=[CH:21][C:20]=2[CH3:25])=[CH:8][C:9]2[CH:14]=[CH:13][N:12]=[C:11]([NH:15][C:16]([NH2:18])=[O:17])[CH:10]=2)[CH:6]=[CH:5][CH:4]=[CH:3][CH:2]=1.[H][H]. Product: [C:1]1([CH:7]([C:19]2[CH:24]=[CH:23][CH:22]=[CH:21][C:20]=2[CH3:25])[CH2:8][C:9]2[CH:14]=[CH:13][N:12]=[C:11]([NH:15][C:16]([NH2:18])=[O:17])[CH:10]=2)[CH:2]=[CH:3][CH:4]=[CH:5][CH:6]=1. The catalyst class is: 687. (4) Reactant: [CH2:1]([C:3]1[CH:4]=[CH:5][C:6]2[N:7]([CH:9]=[C:10]([CH3:12])[N:11]=2)[N:8]=1)[CH3:2].Cl[S:14]([OH:17])(=O)=[O:15].C([N:20](CC)CC)C.P(Cl)(Cl)(Cl)=O. Product: [CH2:1]([C:3]1[CH:4]=[CH:5][C:6]2[N:7]([C:9]([S:14]([NH2:20])(=[O:17])=[O:15])=[C:10]([CH3:12])[N:11]=2)[N:8]=1)[CH3:2]. The catalyst class is: 325. (5) Reactant: [Br:1][C:2]1[CH:3]=[N:4][CH:5]=[C:6]([CH:10]=1)[C:7]([OH:9])=[O:8].OS(O)(=O)=O.[C:16]([O-])(O)=O.[Na+]. Product: [CH3:16][O:8][C:7](=[O:9])[C:6]1[CH:10]=[C:2]([Br:1])[CH:3]=[N:4][CH:5]=1. The catalyst class is: 5. (6) The catalyst class is: 1. Reactant: Br[C:2]1[CH:3]=[CH:4][C:5]([O:22][C:23]([F:26])([F:25])[F:24])=[C:6]([N:8](COCC)[S:9]([C:12]2[CH:17]=[CH:16][CH:15]=[CH:14][N:13]=2)(=[O:11])=[O:10])[CH:7]=1.B1(B2OC(C)(C)C(C)(C)O2)OC(C)(C)C(C)(C)O1.I[C:46]1[S:50][C:49]([C:51]2[CH:52]=[C:53]3[C:57](=[CH:58][CH:59]=2)[C:56](=[O:60])[N:55]([CH3:61])[CH2:54]3)=[CH:48][CH:47]=1. Product: [CH3:61][N:55]1[CH2:54][C:53]2[C:57](=[CH:58][CH:59]=[C:51]([C:49]3[S:50][C:46]([C:2]4[CH:3]=[CH:4][C:5]([O:22][C:23]([F:24])([F:26])[F:25])=[C:6]([NH:8][S:9]([C:12]5[CH:17]=[CH:16][CH:15]=[CH:14][N:13]=5)(=[O:11])=[O:10])[CH:7]=4)=[CH:47][CH:48]=3)[CH:52]=2)[C:56]1=[O:60]. (7) Reactant: [C:1]([N:7]([CH2:16][C:17]1[CH:22]=[CH:21][C:20]([C:23]2[CH:28]=[CH:27][CH:26]=[CH:25][C:24]=2[C:29]2[NH:33][N:32]=[N:31][N:30]=2)=[CH:19][CH:18]=1)[C@H:8]([C:12]([O:14]C)=[O:13])[CH:9]([CH3:11])[CH3:10])(=[O:6])[CH2:2][CH2:3][CH2:4][CH3:5]. Product: [C:1]([N:7]([CH2:16][C:17]1[CH:18]=[CH:19][C:20]([C:23]2[CH:28]=[CH:27][CH:26]=[CH:25][C:24]=2[C:29]2[NH:33][N:32]=[N:31][N:30]=2)=[CH:21][CH:22]=1)[C@H:8]([C:12]([OH:14])=[O:13])[CH:9]([CH3:11])[CH3:10])(=[O:6])[CH2:2][CH2:3][CH2:4][CH3:5]. The catalyst class is: 74. (8) Reactant: I[C:2]1[C:7](=[O:8])[NH:6][CH:5]=[C:4]([C:9]([O:11][CH3:12])=[O:10])[CH:3]=1.[CH2:13]([O:20][C:21]1[CH:22]=[C:23](B2OC(C)(C)C(C)(C)O2)[CH:24]=[CH:25][C:26]=1[Cl:27])[C:14]1[CH:19]=[CH:18][CH:17]=[CH:16][CH:15]=1.CCO.C([O-])(O)=O.[Na+]. Product: [CH2:13]([O:20][C:21]1[CH:22]=[C:23]([C:2]2[C:7](=[O:8])[NH:6][CH:5]=[C:4]([C:9]([O:11][CH3:12])=[O:10])[CH:3]=2)[CH:24]=[CH:25][C:26]=1[Cl:27])[C:14]1[CH:15]=[CH:16][CH:17]=[CH:18][CH:19]=1. The catalyst class is: 564. (9) Reactant: [OH-].[Na+].[CH3:3][C:4]([C:6]1[CH:11]=[CH:10][C:9]([Br:12])=[CH:8][CH:7]=1)=O.[CH:13](=[O:20])[C:14]1[CH:19]=[CH:18][CH:17]=[CH:16][CH:15]=1.C(C1C=CC=CC=1)(=O)C. Product: [Br:12][C:9]1[CH:10]=[CH:11][C:6]([CH:4]=[CH:3][C:13]([C:14]2[CH:19]=[CH:18][CH:17]=[CH:16][CH:15]=2)=[O:20])=[CH:7][CH:8]=1. The catalyst class is: 97. (10) Reactant: Br.Br[CH2:3][C:4]([C:6]1[CH:7]=[N:8][CH:9]=[CH:10][CH:11]=1)=O.[CH3:12][C:13]1[CH:14]=[C:15]([NH:19][C:20]([NH2:22])=[S:21])[CH:16]=[CH:17][CH:18]=1.N. Product: [CH3:12][C:13]1[CH:14]=[C:15]([NH:19][C:20]2[S:21][CH:3]=[C:4]([C:6]3[CH:7]=[N:8][CH:9]=[CH:10][CH:11]=3)[N:22]=2)[CH:16]=[CH:17][CH:18]=1. The catalyst class is: 88.